Task: Predict the reaction yield, written as a fraction of the theoretical maximum amount of product (1.0 means a 100% yield; for example, 0.34 means a 34% yield).. Dataset: Reaction yield outcomes from USPTO patents with 853,638 reactions (1) The yield is 0.410. The product is [CH3:1][O:2][C:3](=[O:26])[C@H:4]([NH:15][C:16]([O:18][CH2:19][C:20]1[CH:25]=[CH:24][CH:23]=[CH:22][CH:21]=1)=[O:17])[CH2:5][C:6]1[CH:7]=[C:8]2[C:12](=[CH:13][CH:14]=1)[NH:11][C:10](=[O:31])[CH2:9]2. The reactants are [CH3:1][O:2][C:3](=[O:26])[C@H:4]([NH:15][C:16]([O:18][CH2:19][C:20]1[CH:25]=[CH:24][CH:23]=[CH:22][CH:21]=1)=[O:17])[CH2:5][C:6]1[CH:7]=[C:8]2[C:12](=[CH:13][CH:14]=1)[NH:11][CH:10]=[CH:9]2.C([OH:31])(C)(C)C. The catalyst is [Zn]. (2) The reactants are [Cl:1][C:2]1[S:6][C:5]([C:7]([NH:9][C@H:10]2[CH2:14][N:13]([CH2:15][C:16](=[O:32])[NH:17][C:18]3[CH:23]=[CH:22][C:21]([N:24]4[CH:29]=[CH:28][CH:27]=[CH:26][C:25]4=[O:30])=[CH:20][C:19]=3[F:31])[CH2:12][C@@H:11]2[C:33]([O-:35])=O)=[O:8])=[CH:4][CH:3]=1.[Li+].C1N=CN(C(N2C=NC=C2)=O)C=1.[CH3:49][NH:50][CH2:51][CH2:52][OH:53]. The catalyst is C1COCC1.CN(C=O)C. The product is [OH:53][CH2:52][CH2:51][N:50]([CH3:49])[C:33]([C@@H:11]1[C@@H:10]([NH:9][C:7]([C:5]2[S:6][C:2]([Cl:1])=[CH:3][CH:4]=2)=[O:8])[CH2:14][N:13]([CH2:15][C:16](=[O:32])[NH:17][C:18]2[CH:23]=[CH:22][C:21]([N:24]3[CH:29]=[CH:28][CH:27]=[CH:26][C:25]3=[O:30])=[CH:20][C:19]=2[F:31])[CH2:12]1)=[O:35]. The yield is 0.334. (3) The reactants are [NH2:1][C:2]1[C:9]([OH:10])=[CH:8][C:7]([S:11]([CH:14]([CH3:16])[CH3:15])(=[O:13])=[O:12])=[CH:6][C:3]=1[C:4]#[N:5].[CH3:17][S:18][C:19]1[CH:20]=[CH:21][C:22]([CH2:25]O)=[N:23][CH:24]=1.C(P(CCCC)CCCC)CCC.N(C(N1CCCCC1)=O)=NC(N1CCCCC1)=O. The catalyst is O1CCCC1. The product is [NH2:1][C:2]1[C:9]([O:10][CH2:25][C:22]2[CH:21]=[CH:20][C:19]([S:18][CH3:17])=[CH:24][N:23]=2)=[CH:8][C:7]([S:11]([CH:14]([CH3:16])[CH3:15])(=[O:13])=[O:12])=[CH:6][C:3]=1[C:4]#[N:5]. The yield is 0.780. (4) The reactants are [CH:1]1([C:6]2([C:12]3[C:24]4[CH2:23][C:22]5[C:17](=[CH:18][C:19]([C:25]([CH3:28])([CH3:27])[CH3:26])=[CH:20][CH:21]=5)[C:16]=4[CH:15]=[C:14]([C:29]([CH3:32])([CH3:31])[CH3:30])[CH:13]=3)[CH2:11][CH2:10][CH2:9][CH2:8][CH2:7]2)[CH:5]=[CH:4][CH:3]=[CH:2]1.[Li]CCCC.Cl[Si:39]([CH3:42])([CH3:41])[CH3:40].Cl. The catalyst is C1COCC1. The product is [CH3:40][Si:39]([CH3:42])([CH3:41])[C:3]1[CH:4]=[CH:5][CH:1]([C:6]2([C:12]3[C:24]4[CH2:23][C:22]5[C:17](=[CH:18][C:19]([C:25]([CH3:26])([CH3:28])[CH3:27])=[CH:20][CH:21]=5)[C:16]=4[CH:15]=[C:14]([C:29]([CH3:32])([CH3:31])[CH3:30])[CH:13]=3)[CH2:11][CH2:10][CH2:9][CH2:8][CH2:7]2)[CH:2]=1. The yield is 0.460. (5) The catalyst is O1CCOCC1. The reactants are [CH3:1][O:2][NH:3][C:4]([C:6]1[CH:7]=[C:8]([NH:13][C:14]2[C:19]3=[C:20]([CH:27]([CH3:29])[CH3:28])[C:21](C(NC)=O)=[CH:22][N:18]3[N:17]=[CH:16][N:15]=2)[CH:9]=[CH:10][C:11]=1[CH3:12])=[O:5].C([N:32]([CH2:35]C)CC)C.C1(P(N=[N+]=[N-])(C2C=CC=CC=2)=[O:44])C=CC=CC=1.[CH3:54][N:55]1[CH2:59][CH2:58][CH2:57][CH:56]1[CH2:60][CH2:61][OH:62]. The yield is 0.200. The product is [CH3:54][N:55]1[CH2:59][CH2:58][CH2:57][CH:56]1[CH2:60][CH2:61][O:62][C:35](=[O:44])[NH:32][C:21]1[C:20]([CH:27]([CH3:29])[CH3:28])=[C:19]2[N:18]([CH:22]=1)[N:17]=[CH:16][N:15]=[C:14]2[NH:13][C:8]1[CH:9]=[CH:10][C:11]([CH3:12])=[C:6]([C:4]([NH:3][O:2][CH3:1])=[O:5])[CH:7]=1.